Dataset: Reaction yield outcomes from USPTO patents with 853,638 reactions. Task: Predict the reaction yield, written as a fraction of the theoretical maximum amount of product (1.0 means a 100% yield; for example, 0.34 means a 34% yield). (1) The reactants are N(C(OC(C)C)=O)=NC(OC(C)C)=O.[F:15][C:16]1[C:24]([O:25][C:26]2[C:35]3[C:30](=[CH:31][C:32]([OH:38])=[C:33]([O:36][CH3:37])[CH:34]=3)[N:29]=[CH:28][N:27]=2)=[CH:23][CH:22]=[C:21]2[C:17]=1[CH:18]=[C:19]([CH3:39])[NH:20]2.C1(P(C2C=CC=CC=2)C2C=CC=CC=2)C=CC=CC=1.[C:59]([O:63][C:64]([N:66]1[CH2:71][CH2:70][CH:69]([CH2:72]O)[CH2:68][CH2:67]1)=[O:65])([CH3:62])([CH3:61])[CH3:60]. The catalyst is C(Cl)Cl. The product is [F:15][C:16]1[C:24]([O:25][C:26]2[C:35]3[C:30](=[CH:31][C:32]([O:38][CH2:72][CH:69]4[CH2:70][CH2:71][N:66]([C:64]([O:63][C:59]([CH3:60])([CH3:62])[CH3:61])=[O:65])[CH2:67][CH2:68]4)=[C:33]([O:36][CH3:37])[CH:34]=3)[N:29]=[CH:28][N:27]=2)=[CH:23][CH:22]=[C:21]2[C:17]=1[CH:18]=[C:19]([CH3:39])[NH:20]2. The yield is 0.860. (2) The reactants are [OH:1][C@@:2]1([C:9]#[C:10][C:11]2[CH:12]=[C:13]([N:17]3[C:21]4=[N:22][N:23]=[CH:24][CH:25]=[C:20]4[C:19]([C:26]([O:28]C)=O)=[N:18]3)[CH:14]=[CH:15][CH:16]=2)[CH2:6][CH2:5][N:4]([CH3:7])[C:3]1=[O:8].[NH3:30]. No catalyst specified. The product is [OH:1][C@@:2]1([C:9]#[C:10][C:11]2[CH:12]=[C:13]([N:17]3[C:21]4=[N:22][N:23]=[CH:24][CH:25]=[C:20]4[C:19]([C:26]([NH2:30])=[O:28])=[N:18]3)[CH:14]=[CH:15][CH:16]=2)[CH2:6][CH2:5][N:4]([CH3:7])[C:3]1=[O:8]. The yield is 0.220. (3) The reactants are C(O[C:6]([NH:8][C:9]1[CH:10]=[CH:11][C:12]([CH3:15])=[N:13][CH:14]=1)=O)(C)(C)C.[Cl-].[Na+].[N:18]([O-])=O.[Na+].O.O.[Sn](Cl)Cl.[CH2:27]([O:29][C:30](=[O:43])[C:31](=O)[CH:32]1C[C:39]2[C:34](=[CH:35][CH:36]=[CH:37][CH:38]=2)[C:33]1=O)[CH3:28].[OH-].[Na+]. The catalyst is Cl.O.C(O)C.C(OCC)(=O)C. The product is [CH2:27]([O:29][C:30]([C:31]1[C:32]2[CH2:33][C:34]3[C:39](=[CH:38][CH:37]=[CH:36][CH:35]=3)[C:6]=2[N:8]([C:9]2[CH:14]=[N:13][C:12]([CH3:15])=[CH:11][CH:10]=2)[N:18]=1)=[O:43])[CH3:28]. The yield is 0.350. (4) The reactants are Br.Br[CH2:3][C:4]([C:6]1[CH:11]=[CH:10][N:9]=[CH:8][CH:7]=1)=O.[Cl:12][C:13]1[CH:14]=[C:15]([NH:20][C:21]([NH2:23])=[S:22])[CH:16]=[CH:17][C:18]=1[Cl:19].N. The catalyst is CCO.O. The product is [Cl:12][C:13]1[CH:14]=[C:15]([NH:20][C:21]2[S:22][CH:3]=[C:4]([C:6]3[CH:11]=[CH:10][N:9]=[CH:8][CH:7]=3)[N:23]=2)[CH:16]=[CH:17][C:18]=1[Cl:19]. The yield is 0.970. (5) The reactants are [F:1][C:2]([F:16])([F:15])[C:3](=O)[CH2:4][C:5]([C:7]1[CH:12]=[CH:11][C:10]([CH3:13])=[CH:9][CH:8]=1)=O.Cl.[CH3:18][C:19]1[CH:20]=[C:21]([NH:25][NH2:26])[CH:22]=[CH:23][CH:24]=1. The catalyst is C(O)C. The product is [CH3:18][C:19]1[CH:20]=[C:21]([N:25]2[C:5]([C:7]3[CH:12]=[CH:11][C:10]([CH3:13])=[CH:9][CH:8]=3)=[CH:4][C:3]([C:2]([F:16])([F:15])[F:1])=[N:26]2)[CH:22]=[CH:23][CH:24]=1. The yield is 0.940.